From a dataset of Catalyst prediction with 721,799 reactions and 888 catalyst types from USPTO. Predict which catalyst facilitates the given reaction. Reactant: [F:1][C:2]1[CH:8]=[C:7]([F:9])[CH:6]=[C:5]([CH2:10]SC)[C:3]=1[NH2:4]. Product: [F:1][C:2]1[CH:8]=[C:7]([F:9])[CH:6]=[C:5]([CH3:10])[C:3]=1[NH2:4]. The catalyst class is: 319.